From a dataset of Full USPTO retrosynthesis dataset with 1.9M reactions from patents (1976-2016). Predict the reactants needed to synthesize the given product. (1) Given the product [CH3:13][C:10]1[CH:11]=[CH:12][C:7]2[N:8]([C:4]([CH2:3][O:37][C:33]3[CH:32]=[N:31][CH:36]=[CH:35][CH:34]=3)=[C:5]([C:14]3[CH:19]=[CH:18][C:17]([CH3:20])=[CH:16][CH:15]=3)[N:6]=2)[CH:9]=1, predict the reactants needed to synthesize it. The reactants are: Cl.Cl[CH2:3][C:4]1[N:8]2[CH:9]=[C:10]([CH3:13])[CH:11]=[CH:12][C:7]2=[N:6][C:5]=1[C:14]1[CH:19]=[CH:18][C:17]([CH3:20])=[CH:16][CH:15]=1.N1(O)C2C=CC=CC=2N=N1.[N:31]1[CH:36]=[CH:35][CH:34]=[C:33]([OH:37])[CH:32]=1. (2) Given the product [OH:1][C@@H:2]([CH3:22])[CH2:3][NH:4][CH2:5][CH2:6][O:7][CH2:8][C:9]1[CH:14]=[CH:13][CH:12]=[CH:11][CH:10]=1, predict the reactants needed to synthesize it. The reactants are: [OH:1][C@@H:2]([CH3:22])[CH2:3][N:4](CC1C=CC=CC=1)[CH2:5][CH2:6][O:7][CH2:8][C:9]1[CH:14]=[CH:13][CH:12]=[CH:11][CH:10]=1. (3) Given the product [C:19]([O:18][C:16]([N:9]1[CH2:14][CH2:13][C:12](=[O:15])[CH2:11][CH2:10]1)=[O:17])([CH3:22])([CH3:21])[CH3:20], predict the reactants needed to synthesize it. The reactants are: C(=O)([O-])[O-].[Na+].[Na+].O.Cl.[NH:9]1[CH2:14][CH2:13][C:12](=[O:15])[CH2:11][CH2:10]1.[C:16](O[C:16]([O:18][C:19]([CH3:22])([CH3:21])[CH3:20])=[O:17])([O:18][C:19]([CH3:22])([CH3:21])[CH3:20])=[O:17]. (4) Given the product [O:1]([CH2:8][CH:9]1[CH2:14][C:13](=[O:15])[CH2:12][CH2:11][O:10]1)[C:2]1[CH:7]=[CH:6][CH:5]=[CH:4][CH:3]=1, predict the reactants needed to synthesize it. The reactants are: [O:1]([CH2:8][CH:9]1[CH2:14][C:13](=[O:15])[CH:12]=[CH:11][O:10]1)[C:2]1[CH:7]=[CH:6][CH:5]=[CH:4][CH:3]=1.